From a dataset of Full USPTO retrosynthesis dataset with 1.9M reactions from patents (1976-2016). Predict the reactants needed to synthesize the given product. (1) The reactants are: [CH3:1][C:2]1[CH:6]=[C:5]([CH2:7][C:8]([O:10][CH3:11])=[O:9])[O:4][N:3]=1.[I:12]N1C(=O)CCC1=O. Given the product [I:12][C:6]1[C:2]([CH3:1])=[N:3][O:4][C:5]=1[CH2:7][C:8]([O:10][CH3:11])=[O:9], predict the reactants needed to synthesize it. (2) Given the product [CH2:1]([O:3][C:4](=[O:30])[CH2:5][CH2:6][C:7]1[N:8]=[C:9]([NH:12][C:13]([NH:15][C:16]2[CH:21]=[CH:20][C:19]([CH3:22])=[CH:18][C:17]=2[C:23]([CH:25]2[CH2:29][CH2:28][CH2:27][CH2:26]2)=[O:24])=[O:14])[S:10][CH:11]=1)[CH3:2], predict the reactants needed to synthesize it. The reactants are: [CH2:1]([O:3][C:4](=[O:30])[CH:5]=[CH:6][C:7]1[N:8]=[C:9]([NH:12][C:13]([NH:15][C:16]2[CH:21]=[CH:20][C:19]([CH3:22])=[CH:18][C:17]=2[C:23]([CH:25]2[CH2:29][CH2:28][CH2:27][CH2:26]2)=[O:24])=[O:14])[S:10][CH:11]=1)[CH3:2]. (3) Given the product [CH3:1][O:2][C:3](=[O:4])[NH:5][C@@H:6]([CH:7]([CH3:9])[CH3:8])[C:10]([N:12]1[C@@H:16]([CH3:17])[CH2:15][CH2:14][C@H:13]1[C:18]1[NH:22][C:21]2[C:23]3[C:28]([CH:29]=[CH:30][C:20]=2[N:19]=1)=[CH:27][C:26]1[C:31]2[C:36]([CH2:37][O:38][C:25]=1[CH:24]=3)=[CH:35][C:34]([C:39]1[NH:43][C:42]([C@@H:44]3[CH2:48][C@H:47]([CH2:49][O:50][CH3:51])[CH2:46][N:45]3[C:65](=[O:67])[C@H:64]([NH:63][C:61]([O:60][CH3:59])=[O:62])[C:68]3[CH:73]=[CH:72][CH:71]=[CH:70][CH:69]=3)=[N:41][CH:40]=1)=[CH:33][CH:32]=2)=[O:11], predict the reactants needed to synthesize it. The reactants are: [CH3:1][O:2][C:3]([NH:5][C@H:6]([C:10]([N:12]1[C@@H:16]([CH3:17])[CH2:15][CH2:14][C@H:13]1[C:18]1[NH:22][C:21]2[C:23]3[C:28]([CH:29]=[CH:30][C:20]=2[N:19]=1)=[CH:27][C:26]1[C:31]2[C:36]([CH2:37][O:38][C:25]=1[CH:24]=3)=[CH:35][C:34]([C:39]1[NH:43][C:42]([C@@H:44]3[CH2:48][C@H:47]([CH2:49][O:50][CH3:51])[CH2:46][N:45]3C(OC(C)(C)C)=O)=[N:41][CH:40]=1)=[CH:33][CH:32]=2)=[O:11])[CH:7]([CH3:9])[CH3:8])=[O:4].[CH3:59][O:60][C:61]([NH:63][C@H:64]([C:68]1[CH:73]=[CH:72][CH:71]=[CH:70][CH:69]=1)[C:65]([OH:67])=O)=[O:62].CCOC(C(C#N)=NOC(N1CCOCC1)=[N+](C)C)=O.F[P-](F)(F)(F)(F)F.C(N(C(C)C)CC)(C)C. (4) Given the product [Cl:3][C:10]1[C:11]([C:18]([O:20][CH3:21])=[O:19])=[CH:12][C:13]([C:14]([O:16][CH3:17])=[O:15])=[C:8]([CH2:6][CH3:7])[N:9]=1, predict the reactants needed to synthesize it. The reactants are: P(Cl)(Cl)([Cl:3])=O.[CH2:6]([C:8]1[C:13]([C:14]([O:16][CH3:17])=[O:15])=[CH:12][C:11]([C:18]([O:20][CH3:21])=[O:19])=[C:10](O)[N:9]=1)[CH3:7].C(=O)([O-])O.[Na+]. (5) Given the product [F:12][C:13]1[CH:18]=[CH:17][CH:16]=[CH:15][C:14]=1[O:19][CH2:2][CH2:3][NH:4][C:24]1[N:23]=[N:22][C:21]([I:20])=[CH:26][CH:25]=1, predict the reactants needed to synthesize it. The reactants are: O[CH2:2][CH2:3][NH:4]C(=O)OC(C)(C)C.[F:12][C:13]1[CH:18]=[CH:17][CH:16]=[CH:15][C:14]=1[OH:19].[I:20][C:21]1[N:22]=[N:23][C:24](I)=[CH:25][CH:26]=1. (6) Given the product [CH2:1]([O:3][C:4]1[CH:5]=[C:6]([C:7]2[O:9][N:19]=[C:18]([C:20]3[CH:21]=[CH:22][C:23]4[O:27][C:26]([CH:28]([OH:29])[CH3:31])=[CH:25][C:24]=4[CH:30]=3)[N:17]=2)[CH:10]=[CH:11][C:12]=1[O:13][CH2:14][CH3:15])[CH3:2], predict the reactants needed to synthesize it. The reactants are: [CH2:1]([O:3][C:4]1[CH:5]=[C:6]([CH:10]=[CH:11][C:12]=1[O:13][CH2:14][CH3:15])[C:7]([OH:9])=O)[CH3:2].O[NH:17][C:18]([C:20]1[CH:21]=[CH:22][C:23]2[O:27][C:26]([CH2:28][OH:29])=[CH:25][C:24]=2[CH:30]=1)=[NH:19].[CH2:31](N=C=NCCCN(C)C)C.[F-].C([N+](CCCC)(CCCC)CCCC)CCC.